Dataset: Reaction yield outcomes from USPTO patents with 853,638 reactions. Task: Predict the reaction yield, written as a fraction of the theoretical maximum amount of product (1.0 means a 100% yield; for example, 0.34 means a 34% yield). The reactants are CCN=C=NCCCN(C)C.C1C=CC2[N:20]([OH:21])N=NC=2C=1.[F:22][C:23]1[CH:28]=[C:27]([I:29])[CH:26]=[CH:25][C:24]=1[NH:30][C:31]1[C:39]([C:40](O)=[O:41])=[C:38]2[N:34]([CH2:35][CH2:36][CH2:37]2)[C:33](=[O:43])[CH:32]=1.Cl.[CH3:45]OON. The catalyst is CN(C=O)C.C(Cl)(Cl)Cl.O. The product is [CH3:45][O:21][NH:20][C:40]([C:39]1[C:31]([NH:30][C:24]2[CH:25]=[CH:26][C:27]([I:29])=[CH:28][C:23]=2[F:22])=[CH:32][C:33](=[O:43])[N:34]2[C:38]=1[CH2:37][CH2:36][CH2:35]2)=[O:41]. The yield is 0.0280.